From a dataset of Full USPTO retrosynthesis dataset with 1.9M reactions from patents (1976-2016). Predict the reactants needed to synthesize the given product. (1) The reactants are: CO[C:3](=[O:13])[C:4]1[C:9]([I:10])=[CH:8][CH:7]=[CH:6][C:5]=1[CH2:11]Br.[CH2:14]([C:18]1[CH:25]=[CH:24][C:21]([CH2:22][NH2:23])=[CH:20][CH:19]=1)[CH2:15][CH2:16][CH3:17].C([O-])([O-])=O.[K+].[K+].C(OCC)(=O)C. Given the product [I:10][C:9]1[CH:8]=[CH:7][CH:6]=[C:5]2[C:4]=1[C:3](=[O:13])[N:23]([CH2:22][C:21]1[CH:24]=[CH:25][C:18]([CH2:14][CH2:15][CH2:16][CH3:17])=[CH:19][CH:20]=1)[CH2:11]2, predict the reactants needed to synthesize it. (2) Given the product [CH2:29]([N:27]([CH3:28])[C:22]1[C:23]([C:25]#[N:26])=[CH:24][C:18]2[NH:17][C:16](=[O:33])[CH2:15][C:14]([C:10]3[CH:11]=[CH:12][CH:13]=[C:8]([N:7]4[C:3]([CH2:2][N:39]5[CH2:43][CH2:42][CH2:41][CH2:40]5)=[CH:4][N:5]=[N:6]4)[CH:9]=3)=[N:20][C:19]=2[CH:21]=1)[CH:30]([CH3:31])[CH3:32], predict the reactants needed to synthesize it. The reactants are: O[CH2:2][C:3]1[N:7]([C:8]2[CH:9]=[C:10]([C:14]3[CH2:15][C:16](=[O:33])[NH:17][C:18]4[CH:24]=[C:23]([C:25]#[N:26])[C:22]([N:27]([CH2:29][CH:30]([CH3:32])[CH3:31])[CH3:28])=[CH:21][C:19]=4[N:20]=3)[CH:11]=[CH:12][CH:13]=2)[N:6]=[N:5][CH:4]=1.S(Cl)(Cl)=O.[Cl-].[NH:39]1[CH2:43][CH2:42][CH2:41][CH2:40]1. (3) Given the product [CH:1]12[O:8][CH:5]([CH2:6][CH2:7]1)[CH2:4][N:3]([C:9]1[CH:14]=[CH:13][N:12]=[C:11]3[N:15]([CH3:20])[CH:16]=[C:17](/[CH:18]=[C:32]4\[O:33][C:29]5[CH:28]=[CH:27][C:26]([NH:25][C:23]([NH:22][CH3:21])=[O:24])=[CH:35][C:30]=5[C:31]\4=[O:34])[C:10]=13)[CH2:2]2, predict the reactants needed to synthesize it. The reactants are: [CH:1]12[O:8][CH:5]([CH2:6][CH2:7]1)[CH2:4][N:3]([C:9]1[CH:14]=[CH:13][N:12]=[C:11]3[N:15]([CH3:20])[CH:16]=[C:17]([CH:18]=O)[C:10]=13)[CH2:2]2.[CH3:21][NH:22][C:23]([NH:25][C:26]1[CH:27]=[CH:28][C:29]2[O:33][CH2:32][C:31](=[O:34])[C:30]=2[CH:35]=1)=[O:24]. (4) Given the product [CH2:1]([O:8][CH2:9][CH:10]([NH:13][C:14](=[O:31])[O:15][CH2:16][C:17]1[C:26]([OH:27])=[CH:25][C:24]2[C:19](=[CH:20][CH:21]=[CH:22][CH:23]=2)[CH:18]=1)[O:11][CH3:12])[C:2]1[CH:7]=[CH:6][CH:5]=[CH:4][CH:3]=1, predict the reactants needed to synthesize it. The reactants are: [CH2:1]([O:8][CH2:9][CH:10]([NH:13][C:14](=[O:31])[O:15][CH2:16][C:17]1[C:26]([O:27]CC=C)=[CH:25][C:24]2[C:19](=[CH:20][CH:21]=[CH:22][CH:23]=2)[CH:18]=1)[O:11][CH3:12])[C:2]1[CH:7]=[CH:6][CH:5]=[CH:4][CH:3]=1.CC1(C)CC(=O)CC(=O)C1. (5) Given the product [F:20][C:15]1[CH:16]=[CH:17][CH:18]=[CH:19][C:14]=1[C:11]1[CH:12]=[CH:13][C:8]([O:7][CH2:6][C:5]2[CH:25]=[CH:26][C:2]([B:27]3[O:31][C:30]([CH3:33])([CH3:32])[C:29]([CH3:35])([CH3:34])[O:28]3)=[CH:3][CH:4]=2)=[CH:9][C:10]=1[C:21]([F:24])([F:23])[F:22], predict the reactants needed to synthesize it. The reactants are: Br[C:2]1[CH:26]=[CH:25][C:5]([CH2:6][O:7][C:8]2[CH:13]=[CH:12][C:11]([C:14]3[CH:19]=[CH:18][CH:17]=[CH:16][C:15]=3[F:20])=[C:10]([C:21]([F:24])([F:23])[F:22])[CH:9]=2)=[CH:4][CH:3]=1.[B:27]1([B:27]2[O:31][C:30]([CH3:33])([CH3:32])[C:29]([CH3:35])([CH3:34])[O:28]2)[O:31][C:30]([CH3:33])([CH3:32])[C:29]([CH3:35])([CH3:34])[O:28]1.C(Cl)Cl.C([O-])(=O)C.[K+]. (6) Given the product [OH:12][CH2:11][C:5]([NH:4][C:1](=[O:3])[CH3:2])([CH2:6][OH:7])[CH2:16][CH:17]([OH:18])[C:19]1[CH:20]=[CH:21][C:22]([O:25][C:26]2[CH:31]=[CH:30][C:29]([C:32]3[S:33][C:34]([CH3:37])=[CH:35][N:36]=3)=[CH:28][CH:27]=2)=[CH:23][CH:24]=1, predict the reactants needed to synthesize it. The reactants are: [C:1]([NH:4][C:5]([CH2:16][C:17]([C:19]1[CH:24]=[CH:23][C:22]([O:25][C:26]2[CH:31]=[CH:30][C:29]([C:32]3[S:33][C:34]([CH3:37])=[CH:35][N:36]=3)=[CH:28][CH:27]=2)=[CH:21][CH:20]=1)=[O:18])([C:11](OCC)=[O:12])[C:6](OCC)=[O:7])(=[O:3])[CH3:2].OP([O-])([O-])=O.[K+].[K+].[BH4-].[Na+].[OH-].[Na+]. (7) Given the product [O:24]1[C:20]2[CH:19]=[CH:18][C:17]([C:2]#[C:1][C:3]3[CH:15]=[CH:14][C:6]4[O:7][CH2:8][C:9]([CH3:12])([CH3:13])[CH2:10][O:11][C:5]=4[CH:4]=3)=[CH:25][C:21]=2[CH2:22][CH2:23]1, predict the reactants needed to synthesize it. The reactants are: [C:1]([C:3]1[CH:15]=[CH:14][C:6]2[O:7][CH2:8][C:9]([CH3:13])([CH3:12])[CH2:10][O:11][C:5]=2[CH:4]=1)#[CH:2].I[C:17]1[CH:18]=[CH:19][C:20]2[O:24][CH2:23][CH2:22][C:21]=2[CH:25]=1. (8) Given the product [F:1][C:2]1[CH:12]=[CH:11][C:5]([O:6][CH2:7][CH:8]([OH:10])[CH2:9][N:25]2[CH2:26][CH2:27][N:22]([C:17]3[CH:18]=[CH:19][CH:20]=[C:21]4[C:16]=3[CH:15]=[CH:14][NH:13]4)[CH2:23][CH2:24]2)=[CH:4][CH:3]=1, predict the reactants needed to synthesize it. The reactants are: [F:1][C:2]1[CH:12]=[CH:11][C:5]([O:6][CH2:7][CH:8]2[O:10][CH2:9]2)=[CH:4][CH:3]=1.[NH:13]1[C:21]2[C:16](=[C:17]([N:22]3[CH2:27][CH2:26][NH:25][CH2:24][CH2:23]3)[CH:18]=[CH:19][CH:20]=2)[CH:15]=[CH:14]1.